From a dataset of Reaction yield outcomes from USPTO patents with 853,638 reactions. Predict the reaction yield, written as a fraction of the theoretical maximum amount of product (1.0 means a 100% yield; for example, 0.34 means a 34% yield). (1) The reactants are [C:1]1([CH2:7][S:8](Cl)(=[O:10])=[O:9])[CH:6]=[CH:5][CH:4]=[CH:3][CH:2]=1.[Br:12][C:13]1[CH:18]=[CH:17][C:16]([C@H:19]([NH2:21])[CH3:20])=[CH:15][CH:14]=1.O.Cl. The catalyst is N1C=CC=CC=1. The product is [Br:12][C:13]1[CH:18]=[CH:17][C:16]([C@H:19]([NH:21][S:8]([CH2:7][C:1]2[CH:6]=[CH:5][CH:4]=[CH:3][CH:2]=2)(=[O:10])=[O:9])[CH3:20])=[CH:15][CH:14]=1. The yield is 0.730. (2) The reactants are C(OC([C:6]1[C:14]2[CH2:13][CH2:12][N:11]([C:15]3[CH:20]=[CH:19][C:18]([N:21]4[CH2:26][CH2:25][CH2:24][CH2:23][C:22]4=[O:27])=[CH:17][CH:16]=3)[C:10](=[O:28])[C:9]=2[N:8]([C:29]2[CH:34]=[CH:33][C:32]([O:35][CH3:36])=[CH:31][CH:30]=2)[N:7]=1)=O)C.C[Mg+].[Br-]. The catalyst is C1COCC1. The product is [OH:35][C:32]([C:6]1[C:14]2[CH2:13][CH2:12][N:11]([C:15]3[CH:20]=[CH:19][C:18]([N:21]4[CH2:26][CH2:25][CH2:24][CH2:23][C:22]4=[O:27])=[CH:17][CH:16]=3)[C:10](=[O:28])[C:9]=2[N:8]([C:29]2[CH:34]=[CH:33][C:32]([O:35][CH3:36])=[CH:31][CH:30]=2)[N:7]=1)([CH3:33])[CH3:31]. The yield is 0.480.